Dataset: Drug-target binding data from BindingDB using IC50 measurements. Task: Regression. Given a target protein amino acid sequence and a drug SMILES string, predict the binding affinity score between them. We predict pIC50 (pIC50 = -log10(IC50 in M); higher means more potent). Dataset: bindingdb_ic50. (1) The drug is CC(C)=CCC/C(C)=C/CC/C(C)=C/COP(=O)(O)OP(=O)(O)Cc1ccc(C(=O)c2ccccc2)cc1. The target protein (P29703) has sequence MEEYDYSDVKPLPIETDLQDELCRIMYTEDYKRLMGLARALISLNELSPRALQLTAEIIDVAPAFYTIWNYRFNIVRHMMSESEDTVLYLNKELDWLDEVTLNNPKNYQIWSYRQSLLKLHPSPSFKRELPILKLMIDDDSKNYHVWSYRKWCCLFFSDFQHELAYASDLIETDIYNNSAWTHRMFYWVNAKDVISKVELADELQFIMDKIQLVPQNISPWTYLRGFQELFHDRLQWDSKVVDFATTFIGDVLSLPIGSPEDLPEIESSYALEFLAYHWGADPCTRDNAVKAYSLLAIKYDPIRKNLWHHKINNLN. The pIC50 is 5.5. (2) The small molecule is CCCCC[C@H](O)/C=C/[C@@H]1C2CCC(O2)[C@H]1C/C=C\CCCC(=O)O. The target protein (O02853) has sequence MATPNRLWMALLLLGVLGVLQTPAPAQAALQPNFEEDKFLGRWFTSGLASNSSWFLEKKKVLSMCKSVVAPAADGGLNLTSTFLRKDQCETRTLLLRPAGPPGCYSYTSPHWSSTHEVSVAETDYETYALLYTEGVRGPGQDFRMATLYSRSQNPRAEVKEHFTTFAKSLGFTEEGIVFLPKTDKCMEEHP. The pIC50 is 3.0. (3) The compound is CO[C@H]1/C=C/O[C@@]2(C)Oc3c(C)c(O)c4c(O)c(cc(O)c4c3C2=O)NC(=O)/C(C)=C\C=C\[C@H](C)[C@H](O)[C@@H](C)[C@@H](O)[C@@H](C)[C@H](OC(C)=O)[C@@H]1C. The target protein sequence is MVYSYTEKKRIRKDFGKRPQVLDVPYLLSIQLDSFQKFIEQDPEGQYGLEAAFRSVFPIQSYSGNSELQYVSYRLGEPVFDVQECQIRGVTYSAPLRVKLRLVIYEREAPEGTVKDIKEQEVYMGEIPLMTDNGTFVINGTERVIVSQLHRSPGVFFDSDKGKTHSSGKVLYNARIIPYRGSWLDFEFDPKDNLFVRIDRRRKLPATIILRALNYTTEQILDLFFEKVIFEIRDNKLQMELVPERLRGETASFDIEANGKVYVEKGRRITARHIRQLEKDDVKLIEVPVEYIAGKVVAKDYIDESTGELICAANMELSLDLLAKLSQSGHKRIETLFTNDLDHGPYISETLRVDPTNDRLSALVEIYRMMRPGEPPTREAAESLFENLFFSEDRYDLSAVGRMKFNRSLLREEIEGSGILSKDDIIDVMKKLIDIRNGKGEVDDIDHLGNRRIRSVGEMAENQFRVGLVRVERAVKERLSLGDLDTLMPQDMINAKPISA.... The pIC50 is 4.1. (4) The drug is CC1(C)Oc2cnccc2-c2[nH]c(C(=O)O)c(-c3ccc(S(N)(=O)=O)cc3)c21. The target protein (Q8TF76) has sequence MAASLPGPGSRLFRTYGAADGRRQRRPGREAAQWFPPQDRRRFFNSSGSSDASIGDPSQSDDPDDPDDPDFPGSPVRRRRRRPGGRVPKDRPSLTVTPKRWKLRARPSLTVTPRRLGLRARPPQKCSTPCGPLRLPPFPSRDSGRLSPDLSVCGQPRDGDELGISASLFSSLASPCPGSPTPRDSVISIGTSACLVAASAVPSGLHLPEVSLDRASLPCSQEEATGGAKDTRMVHQTRASLRSVLFGLMNSGTPEDSEFRADGKNMRESCCKRKLVVGNGPEGPGLSSTGKRRATGQDSCQERGLQEAVRREHQEASVPKGRIVPRGIDRLERTRSSRKSKHQEATETSLLHSHRFKKGQKLGKDSFPTQDLTPLQNVCFWTKTRASFSFHKKKIVTDVSEVCSIYTTATSLSGSLLSECSNRPVMNRTSGAPSSWHSSSMYLLSPLNTLSISNKKASDAEKVYGECSQKGPVPFSHCLPTEKLQRCEKIGEGVFGEVFQ.... The pIC50 is 5.6.